This data is from Reaction yield outcomes from USPTO patents with 853,638 reactions. The task is: Predict the reaction yield, written as a fraction of the theoretical maximum amount of product (1.0 means a 100% yield; for example, 0.34 means a 34% yield). (1) The product is [NH:30]=[C:29]1[C:24]2([CH2:28][CH2:27][CH2:26][CH2:25]2)[NH:23][C:9](=[S:10])[N:8]1[C:11]1[CH:18]=[CH:17][C:14]([C:15]#[N:16])=[C:13]([C:19]([F:20])([F:22])[F:21])[CH:12]=1. The yield is 0.730. The reactants are C(N(CC)CC)C.[N:8]([C:11]1[CH:18]=[CH:17][C:14]([C:15]#[N:16])=[C:13]([C:19]([F:22])([F:21])[F:20])[CH:12]=1)=[C:9]=[S:10].[NH2:23][C:24]1([C:29]#[N:30])[CH2:28][CH2:27][CH2:26][CH2:25]1.ClCCl.CC(C)=O. The catalyst is C1COCC1. (2) The reactants are [C:1](Cl)(=[O:8])[C:2]1[CH:7]=[CH:6][CH:5]=[CH:4][CH:3]=1.[Br:10][C:11]1[S:12][CH:13]=[CH:14][CH:15]=1.C(=S)=S. No catalyst specified. The product is [Br:10][C:11]1[S:12][C:13]([C:1]([C:2]2[CH:7]=[CH:6][CH:5]=[CH:4][CH:3]=2)=[O:8])=[CH:14][CH:15]=1. The yield is 0.960. (3) The reactants are [Br:1][C:2]1[CH:3]=[C:4]2[C:8](=[CH:9][CH:10]=1)[NH:7][C:6](=[O:11])[CH2:5]2.[CH3:12]N(C)CCN(C)C.C([Li])CCC.[NH4+].[Cl-]. The catalyst is C1COCC1. The product is [Br:1][C:2]1[CH:3]=[C:4]2[C:8](=[CH:9][CH:10]=1)[NH:7][C:6](=[O:11])[CH:5]2[CH3:12]. The yield is 0.170.